This data is from Peptide-MHC class I binding affinity with 185,985 pairs from IEDB/IMGT. The task is: Regression. Given a peptide amino acid sequence and an MHC pseudo amino acid sequence, predict their binding affinity value. This is MHC class I binding data. The peptide sequence is GRIPVSDIF. The MHC is HLA-A02:16 with pseudo-sequence HLA-A02:16. The binding affinity (normalized) is 0.0847.